The task is: Predict the reaction yield, written as a fraction of the theoretical maximum amount of product (1.0 means a 100% yield; for example, 0.34 means a 34% yield).. This data is from Reaction yield outcomes from USPTO patents with 853,638 reactions. (1) The reactants are [S-:1][C:2]#[N:3].[K+].[F:5][CH:6]([F:15])[O:7][C:8]1[N:13]=[CH:12][C:11]([NH2:14])=[CH:10][CH:9]=1.BrBr.O. The catalyst is C(O)(=O)C. The product is [F:15][CH:6]([F:5])[O:7][C:8]1[N:13]=[C:12]2[S:1][C:2]([NH2:3])=[N:14][C:11]2=[CH:10][CH:9]=1. The yield is 0.361. (2) No catalyst specified. The yield is 0.660. The product is [Cl:31][C:32]1[CH:37]=[CH:36][CH:35]=[CH:34][C:33]=1[C:7]1[C:12]2[O:13][CH:14]([CH2:17][O:18][S:19]([C:22]3[CH:23]=[CH:24][C:25]([CH3:28])=[CH:26][CH:27]=3)(=[O:21])=[O:20])[CH2:15][O:16][C:11]=2[CH:10]=[CH:9][CH:8]=1. The reactants are FC(F)(F)S(O[C:7]1[C:12]2[O:13][CH:14]([CH2:17][O:18][S:19]([C:22]3[CH:27]=[CH:26][C:25]([CH3:28])=[CH:24][CH:23]=3)(=[O:21])=[O:20])[CH2:15][O:16][C:11]=2[CH:10]=[CH:9][CH:8]=1)(=O)=O.[Cl:31][C:32]1[CH:37]=[CH:36][CH:35]=[CH:34][C:33]=1B(O)O. (3) The reactants are [NH2:1][C:2]1[C:10]([O:11][CH3:12])=[CH:9][C:5]([C:6]([OH:8])=O)=[C:4]([F:13])[CH:3]=1.[NH:14]1[CH2:19][CH2:18][O:17][CH2:16][CH2:15]1.CN(C(ON1N=NC2C=CC=NC1=2)=[N+](C)C)C.F[P-](F)(F)(F)(F)F.CCN(C(C)C)C(C)C. The catalyst is C(Cl)Cl. The product is [NH2:1][C:2]1[C:10]([O:11][CH3:12])=[CH:9][C:5]([C:6]([N:14]2[CH2:19][CH2:18][O:17][CH2:16][CH2:15]2)=[O:8])=[C:4]([F:13])[CH:3]=1. The yield is 0.680.